Dataset: Reaction yield outcomes from USPTO patents with 853,638 reactions. Task: Predict the reaction yield, written as a fraction of the theoretical maximum amount of product (1.0 means a 100% yield; for example, 0.34 means a 34% yield). (1) The reactants are [CH2:1]([CH:4]1[O:6][CH:5]1[C:7]([OH:9])=O)[CH2:2][CH3:3].CN1CCOCC1.ClC(OCC(C)C)=O.[CH:25]1([NH2:28])[CH2:27][CH2:26]1.[OH-].[Na+]. The catalyst is C(OC(C)C)(=O)C. The product is [CH:25]1([NH:28][C:7]([CH:5]2[CH:4]([CH2:1][CH2:2][CH3:3])[O:6]2)=[O:9])[CH2:27][CH2:26]1. The yield is 0.750. (2) The reactants are [C:1]([NH:5][CH3:6])([CH3:4])([CH3:3])[CH3:2].N1C=CC=CC=1.[Cl:13][C:14](Cl)([O:16]C(=O)OC(Cl)(Cl)Cl)Cl. The catalyst is C1COCC1. The product is [CH3:2][C:1]([N:5]([CH3:6])[C:14]([Cl:13])=[O:16])([CH3:4])[CH3:3]. The yield is 0.460. (3) The reactants are C([O-])(=O)C.[Na+].[CH2:6]([O:8][C:9](=[O:23])[CH2:10][C:11](=O)[CH2:12][CH2:13][NH:14][C:15]([O:17][C:18]([CH3:21])([CH3:20])[CH3:19])=[O:16])[CH3:7].[NH2:24][CH2:25][C:26]([C:28]1[CH:33]=[CH:32][CH:31]=[CH:30][CH:29]=1)=O. The catalyst is O.C(O)C. The product is [CH2:6]([O:8][C:9]([C:10]1[C:26]([C:28]2[CH:33]=[CH:32][CH:31]=[CH:30][CH:29]=2)=[CH:25][NH:24][C:11]=1[CH2:12][CH2:13][NH:14][C:15]([O:17][C:18]([CH3:21])([CH3:20])[CH3:19])=[O:16])=[O:23])[CH3:7]. The yield is 0.887. (4) The yield is 0.890. The product is [NH2:5][C:4]1[C:3]2[C:2](=[C:9]([Br:10])[CH:8]=[C:7]([N+:11]([O-:13])=[O:12])[CH:6]=2)[N:1]=[C:15]([OH:16])[N:14]=1. No catalyst specified. The reactants are [NH2:1][C:2]1[C:9]([Br:10])=[CH:8][C:7]([N+:11]([O-:13])=[O:12])=[CH:6][C:3]=1[C:4]#[N:5].[NH2:14][C:15](N)=[O:16].C(=O)(O)[O-]. (5) The reactants are [C:1]([O:5][C:6]([NH:8][CH2:9][CH2:10][CH2:11][CH2:12][CH2:13][O:14][CH2:15][C:16]([O:18][CH2:19][CH3:20])=[O:17])=[O:7])([CH3:4])([CH3:3])[CH3:2].[CH3:21]I.[H-].[Na+].O. The catalyst is CN(C)C=O. The product is [C:1]([O:5][C:6]([N:8]([CH3:21])[CH2:9][CH2:10][CH2:11][CH2:12][CH2:13][O:14][CH2:15][C:16]([O:18][CH2:19][CH3:20])=[O:17])=[O:7])([CH3:4])([CH3:3])[CH3:2]. The yield is 0.210. (6) The reactants are [CH:1]1[C:11]2[CH2:10][CH2:9][C:8]3[CH:12]=[CH:13][CH:14]=[CH:15][C:7]=3[C:6](=[CH:16][C:17]3[CH:24]=[CH:23][CH:22]=[CH:21][C:18]=3[CH:19]=[O:20])[C:5]=2[CH:4]=[CH:3][CH:2]=1.[BH4-].[Na+]. The catalyst is CCO. The product is [CH:12]1[C:8]2[CH2:9][CH2:10][C:11]3[CH:1]=[CH:2][CH:3]=[CH:4][C:5]=3[C:6](=[CH:16][C:17]3[CH:24]=[CH:23][CH:22]=[CH:21][C:18]=3[CH2:19][OH:20])[C:7]=2[CH:15]=[CH:14][CH:13]=1. The yield is 0.720. (7) The reactants are [C:1]([O:7]CC)(=O)[CH2:2][C:3]([CH3:5])=O.[C:10]1([NH:16][NH2:17])[CH:15]=[CH:14][CH:13]=[CH:12][CH:11]=1. The catalyst is C(O)C. The product is [CH3:5][C:3]1[CH2:2][C:1](=[O:7])[N:16]([C:10]2[CH:15]=[CH:14][CH:13]=[CH:12][CH:11]=2)[N:17]=1. The yield is 0.670. (8) The reactants are C[O:2][CH:3](OC)[C:4]1[CH:9]=[CH:8][C:7]([CH2:10][OH:11])=[CH:6][CH:5]=1.OS(O)(=O)=O.C([O-])(O)=O.[Na+]. The catalyst is C1COCC1. The product is [OH:11][CH2:10][C:7]1[CH:8]=[CH:9][C:4]([CH:3]=[O:2])=[CH:5][CH:6]=1. The yield is 1.04.